This data is from Catalyst prediction with 721,799 reactions and 888 catalyst types from USPTO. The task is: Predict which catalyst facilitates the given reaction. (1) The catalyst class is: 1. Reactant: [Si]([O:8][CH2:9][CH2:10][C:11]1[CH:22]=[CH:21][C:14]([C:15]([O:17][CH:18]([CH3:20])[CH3:19])=[O:16])=[CH:13][CH:12]=1)(C(C)(C)C)(C)C.Cl. Product: [OH:8][CH2:9][CH2:10][C:11]1[CH:22]=[CH:21][C:14]([C:15]([O:17][CH:18]([CH3:20])[CH3:19])=[O:16])=[CH:13][CH:12]=1. (2) Reactant: [NH:1]1[C:5]2=[N:6][CH:7]=[C:8]([C:10]#[N:11])[CH:9]=[C:4]2[CH:3]=[CH:2]1.C([O-])([O-])=O.[Cs+].[Cs+].Br[CH2:19][CH2:20][C:21]([O:23][CH2:24][CH3:25])=[O:22].C(OCC)(=O)C. Product: [C:10]([C:8]1[CH:9]=[C:4]2[CH:3]=[CH:2][N:1]([CH2:19][CH2:20][C:21]([O:23][CH2:24][CH3:25])=[O:22])[C:5]2=[N:6][CH:7]=1)#[N:11]. The catalyst class is: 18.